Dataset: Peptide-MHC class II binding affinity with 134,281 pairs from IEDB. Task: Regression. Given a peptide amino acid sequence and an MHC pseudo amino acid sequence, predict their binding affinity value. This is MHC class II binding data. (1) The peptide sequence is GSYEHRSRSRLGFSS. The MHC is DRB1_0101 with pseudo-sequence DRB1_0101. The binding affinity (normalized) is 0.643. (2) The peptide sequence is LVTFLLLCGRSCSTS. The MHC is DRB1_0101 with pseudo-sequence DRB1_0101. The binding affinity (normalized) is 0.748. (3) The peptide sequence is YLAILVKYVDGDGDV. The MHC is HLA-DPA10201-DPB10501 with pseudo-sequence HLA-DPA10201-DPB10501. The binding affinity (normalized) is 0.394. (4) The peptide sequence is STWLLKPGAGIMIFD. The MHC is DRB1_1201 with pseudo-sequence DRB1_1201. The binding affinity (normalized) is 0.474. (5) The peptide sequence is GAGAAPLSWSKEIYN. The MHC is DRB4_0101 with pseudo-sequence DRB4_0103. The binding affinity (normalized) is 0.200. (6) The peptide sequence is AFKVTATAANAAPAN. The MHC is DRB1_0401 with pseudo-sequence DRB1_0401. The binding affinity (normalized) is 0.399. (7) The peptide sequence is SGVAATESAYLAYRN. The MHC is DRB1_0404 with pseudo-sequence DRB1_0404. The binding affinity (normalized) is 0.521.